Predict which catalyst facilitates the given reaction. From a dataset of Catalyst prediction with 721,799 reactions and 888 catalyst types from USPTO. Reactant: [Br:1][C:2]1[CH:3]=[C:4]([N:9]2[C:17](=[O:18])[C:16]3[C:11](=[CH:12][CH:13]=[CH:14][CH:15]=3)[C:10]2=[O:19])[CH:5]=[N:6][C:7]=1[CH3:8].[Se](=O)=[O:21]. Product: [Br:1][C:2]1[C:7]([CH:8]=[O:21])=[N:6][CH:5]=[C:4]([N:9]2[C:10](=[O:19])[C:11]3[C:16](=[CH:15][CH:14]=[CH:13][CH:12]=3)[C:17]2=[O:18])[CH:3]=1. The catalyst class is: 57.